From a dataset of Retrosynthesis with 50K atom-mapped reactions and 10 reaction types from USPTO. Predict the reactants needed to synthesize the given product. (1) Given the product O=C(Nc1ccc(CNc2nc(NC3CCC3)nc3ccc(C(F)(F)F)cc23)cc1)C1CCN(Cc2ccc(F)cc2)CC1, predict the reactants needed to synthesize it. The reactants are: NC1CCC1.O=C(Nc1ccc(CNc2nc(Cl)nc3ccc(C(F)(F)F)cc23)cc1)C1CCN(Cc2ccc(F)cc2)CC1. (2) Given the product Cc1ccc2c(c1)C1CN(Cc3ccccc3)CCC1N2, predict the reactants needed to synthesize it. The reactants are: Cc1ccc2c(c1)C1CNCCC1N2.ClCc1ccccc1. (3) Given the product CCN(C)c1nc2ccc(Cl)cc2c(-c2ccccc2)c1C#N, predict the reactants needed to synthesize it. The reactants are: CCNC.N#Cc1c(Cl)nc2ccc(Cl)cc2c1-c1ccccc1. (4) Given the product CCOC(=O)COc1cccc(CCCO)c1, predict the reactants needed to synthesize it. The reactants are: CCOC(=O)CBr.OCCCc1cccc(O)c1. (5) Given the product Cc1ccc(S(=O)(=O)O)cc1, predict the reactants needed to synthesize it. The reactants are: O=C(O)[C@@H]1CCCN1.O=[N+]([O-])c1ccc(CO)cc1.